Dataset: Full USPTO retrosynthesis dataset with 1.9M reactions from patents (1976-2016). Task: Predict the reactants needed to synthesize the given product. Given the product [CH3:43][C:44]1[CH:45]=[C:46]([C:50]([NH:2][NH2:3])=[O:52])[O:47][C:48]=1[CH3:49], predict the reactants needed to synthesize it. The reactants are: C(OC(C)(C)C)(=O)[NH:2][NH2:3].CN(C(ON1N=NC2C=CC=CC1=2)=[N+](C)C)C.F[P-](F)(F)(F)(F)F.C(N(CC)C(C)C)(C)C.[CH3:43][C:44]1[CH:45]=[C:46]([C:50]([OH:52])=O)[O:47][C:48]=1[CH3:49].